Dataset: Full USPTO retrosynthesis dataset with 1.9M reactions from patents (1976-2016). Task: Predict the reactants needed to synthesize the given product. Given the product [Cl:1][C:2]1[CH:9]=[CH:8][C:5]([CH3:6])=[CH:4][CH:3]=1.[Cl:1][C:2]1[CH:9]=[CH:8][C:10]([S:11]([C:13]2[CH:4]=[CH:3][C:2]([Cl:1])=[CH:9][CH:8]=2)=[O:12])=[CH:4][CH:3]=1, predict the reactants needed to synthesize it. The reactants are: [Cl:1][C:2]1[CH:9]=[CH:8][C:5]([CH:6]=O)=[CH:4][CH:3]=1.[CH3:10][S:11]([CH3:13])=[O:12].